This data is from Forward reaction prediction with 1.9M reactions from USPTO patents (1976-2016). The task is: Predict the product of the given reaction. (1) Given the reactants [NH:1]([C:65]([CH2:67][CH2:68][CH2:69][CH2:70][CH2:71][CH2:72][CH3:73])=[O:66])[C@H:2]([C:18]([NH:20][C@H:21]([C:26]([N:28]1[CH2:64][CH2:63][CH2:62][C@H:29]1[C:30]([NH:32][C@H:33]([C:58]([O:60]C)=[O:59])[CH2:34][CH2:35][CH2:36][NH:37][C:38](=[NH:57])[NH:39][S:40]([C:43]1[C:55]([CH3:56])=[C:54]2[C:48]([O:49][C:50]([CH2:53]2)([CH3:52])[CH3:51])=[C:46]([CH3:47])[C:44]=1[CH3:45])(=[O:42])=[O:41])=[O:31])=[O:27])[CH2:22][CH:23]([CH3:25])[CH3:24])=[O:19])[CH2:3][C:4]1[CH:9]=[CH:8][C:7]([O:10][CH2:11][C:12]2[CH:17]=[CH:16][CH:15]=[CH:14][CH:13]=2)=[CH:6][CH:5]=1.O.O.[OH-].[Li+].Cl, predict the reaction product. The product is: [NH:1]([C:65]([CH2:67][CH2:68][CH2:69][CH2:70][CH2:71][CH2:72][CH3:73])=[O:66])[C@H:2]([C:18]([NH:20][C@H:21]([C:26]([N:28]1[CH2:64][CH2:63][CH2:62][C@H:29]1[C:30]([NH:32][C@H:33]([C:58]([OH:60])=[O:59])[CH2:34][CH2:35][CH2:36][NH:37][C:38](=[NH:57])[NH:39][S:40]([C:43]1[C:55]([CH3:56])=[C:54]2[C:48]([O:49][C:50]([CH2:53]2)([CH3:52])[CH3:51])=[C:46]([CH3:47])[C:44]=1[CH3:45])(=[O:42])=[O:41])=[O:31])=[O:27])[CH2:22][CH:23]([CH3:24])[CH3:25])=[O:19])[CH2:3][C:4]1[CH:5]=[CH:6][C:7]([O:10][CH2:11][C:12]2[CH:13]=[CH:14][CH:15]=[CH:16][CH:17]=2)=[CH:8][CH:9]=1. (2) Given the reactants [CH2:1]([C:3]1(O)[C:11]2[C:6](=[CH:7][C:8]([F:12])=[CH:9][CH:10]=2)[CH2:5][CH2:4]1)[CH3:2].[Cl:14][C:15]1[CH:16]=[CH:17][CH:18]=[C:19]2[C:23]=1[NH:22][CH:21]=[CH:20]2, predict the reaction product. The product is: [Cl:14][C:15]1[CH:16]=[CH:17][CH:18]=[C:19]2[C:23]=1[NH:22][CH:21]=[C:20]2[C:3]1([CH2:1][CH3:2])[C:11]2[C:6](=[CH:7][C:8]([F:12])=[CH:9][CH:10]=2)[CH2:5][CH2:4]1. (3) The product is: [CH3:27][S:24]([O:23][C:20]1[CH:21]=[CH:22][C:16]2[O:15][CH2:14][CH:13]([CH2:12][N:28]3[CH2:33][CH2:32][CH2:31][CH2:30][CH2:29]3)[O:18][C:17]=2[CH:19]=1)(=[O:25])=[O:26]. Given the reactants CC1C=CC(S(O[CH2:12][CH:13]2[O:18][C:17]3[CH:19]=[C:20]([O:23][S:24]([CH3:27])(=[O:26])=[O:25])[CH:21]=[CH:22][C:16]=3[O:15][CH2:14]2)(=O)=O)=CC=1.[NH:28]1[CH2:33][CH2:32][CH2:31][CH2:30][CH2:29]1, predict the reaction product. (4) The product is: [C:12]([O:15][C:16](=[O:17])[N:5]([CH2:6][CH2:7][Cl:8])[CH2:4][CH2:3][Cl:2])([CH3:14])([CH3:13])[CH3:11]. Given the reactants Cl.[Cl:2][CH2:3][CH2:4][NH:5][CH2:6][CH2:7][Cl:8].[OH-].[Na+].[CH3:11][C:12]([O:15][C:16](O[C:16]([O:15][C:12]([CH3:14])([CH3:13])[CH3:11])=[O:17])=[O:17])([CH3:14])[CH3:13], predict the reaction product. (5) Given the reactants B1([O-])OO1.[OH2:5].[OH2:6].O.O.[Na+].[Br:10][C:11]1[CH:16]=[C:15]([F:17])[C:14]([NH2:18])=[C:13]([F:19])[CH:12]=1, predict the reaction product. The product is: [Br:10][C:11]1[CH:16]=[C:15]([F:17])[C:14]([N+:18]([O-:6])=[O:5])=[C:13]([F:19])[CH:12]=1.